From a dataset of Experimentally validated miRNA-target interactions with 360,000+ pairs, plus equal number of negative samples. Binary Classification. Given a miRNA mature sequence and a target amino acid sequence, predict their likelihood of interaction. (1) The miRNA is hsa-miR-186-5p with sequence CAAAGAAUUCUCCUUUUGGGCU. The protein sequence of the target gene is MRPLDIVELAEPEEVEVLEPEEDFEQFLLPVINEMREDIASLTREHGRAYLRNRSKLWEMDNMLIQIKTQVEASEESALNHLQNPGDAAEGRAAKRCEKAEEKAKEIAKMAEMLVELVRRIEKSESS. Result: 1 (interaction). (2) The miRNA is hsa-miR-7157-3p with sequence UCUGUGCUACUGGAUGAAGAGU. The protein sequence of the target gene is MDSVDGLQCLTMTAENPPSGDLIPAPLVTCKLCLCEQSLDKMTMLQECQCIFCTPCLKQYMVLSIREGCGSPITCPDMVCLNHGTLQETEIACLVPLDEFQLYQRLKFEREVHMDPLRTWCPVADCQTVCHISAGDPGQPVLVECPSCHLKFCSCCKDAWHEESSCRDSQSAMPEHGALFGTDADAPIKQCPVCRIYIERNEGCAQMMCKNCKHTFCWYCLQNLDNDIFLRHYDKGPCRNKLGHSRASVMWNRTQVVGILVGLGVIALVTSPLLLLASPCIICCVCKSCRGKKKKHDPST.... Result: 0 (no interaction).